From a dataset of Full USPTO retrosynthesis dataset with 1.9M reactions from patents (1976-2016). Predict the reactants needed to synthesize the given product. Given the product [F:1][C:2]1[CH:10]=[CH:9][C:8]2[N:7]([C:19]3[CH:20]=[N:21][CH:22]=[CH:23][CH:24]=3)[C:6]3[CH:11]4[CH2:12][CH2:13][N:14]([CH2:15][C:5]=3[C:4]=2[CH:3]=1)[CH2:16][CH2:17]4, predict the reactants needed to synthesize it. The reactants are: [F:1][C:2]1[CH:10]=[CH:9][C:8]2[NH:7][C:6]3[CH:11]4[CH2:17][CH2:16][N:14]([CH2:15][C:5]=3[C:4]=2[CH:3]=1)[CH2:13][CH2:12]4.Br[C:19]1[CH:20]=[N:21][CH:22]=[CH:23][CH:24]=1.C([O-])([O-])=O.[K+].[K+].CNCCNC.